From a dataset of Human liver microsome stability data. Regression/Classification. Given a drug SMILES string, predict its absorption, distribution, metabolism, or excretion properties. Task type varies by dataset: regression for continuous measurements (e.g., permeability, clearance, half-life) or binary classification for categorical outcomes (e.g., BBB penetration, CYP inhibition). Dataset: hlm. The molecule is CC(C)[C@H]1CC[C@@H](N2CCC(n3ccc4ccccc43)CC2)CC1. The result is 1 (stable in human liver microsomes).